From a dataset of Full USPTO retrosynthesis dataset with 1.9M reactions from patents (1976-2016). Predict the reactants needed to synthesize the given product. (1) The reactants are: [NH2:1][C:2]1[S:3][C:4]([C:23]2[CH:28]=[CH:27][CH:26]=[CH:25][CH:24]=2)=[CH:5][C:6]=1[C:7]([NH:9][C@H:10]1[CH2:15][CH2:14][CH2:13][N:12]([C:16]([O:18][C:19]([CH3:22])([CH3:21])[CH3:20])=[O:17])[CH2:11]1)=[O:8].[C:29]([N:36]1C=CN=C1)(N1C=CN=C1)=[O:30].[NH2:41]N. Given the product [NH:36]([C:29]([NH:1][C:2]1[S:3][C:4]([C:23]2[CH:24]=[CH:25][CH:26]=[CH:27][CH:28]=2)=[CH:5][C:6]=1[C:7]([NH:9][C@H:10]1[CH2:15][CH2:14][CH2:13][N:12]([C:16]([O:18][C:19]([CH3:21])([CH3:22])[CH3:20])=[O:17])[CH2:11]1)=[O:8])=[O:30])[NH2:41], predict the reactants needed to synthesize it. (2) The reactants are: [N:1]1([S:7]([C:10]2[CH:15]=[CH:14][C:13]([C:16](=O)[CH3:17])=[CH:12][CH:11]=2)(=[O:9])=[O:8])[CH2:6][CH2:5][O:4][CH2:3][CH2:2]1.Cl.[NH:20]([C:24]1[CH:33]=[CH:32][C:27]([C:28]([O:30]C)=[O:29])=[CH:26][CH:25]=1)[C:21]([NH2:23])=[NH:22].[C:34]([O-])([O-])=O.[K+].[K+].[OH-].[Na+]. Given the product [N:1]1([S:7]([C:10]2[CH:15]=[CH:14][C:13]([C:16]3[CH:17]=[CH:34][N:23]=[C:21]([NH:20][C:24]4[CH:33]=[CH:32][C:27]([C:28]([OH:30])=[O:29])=[CH:26][CH:25]=4)[N:22]=3)=[CH:12][CH:11]=2)(=[O:9])=[O:8])[CH2:6][CH2:5][O:4][CH2:3][CH2:2]1, predict the reactants needed to synthesize it. (3) Given the product [O:32]1[CH:33]=[C:29]([C:26]2[CH:27]=[CH:28][C:23]([C:20]3([C:17]4[N:13]5[CH2:14][CH2:15][S:16][C:10]([CH2:9][OH:8])([CH3:34])[CH2:11][C:12]5=[N:19][N:18]=4)[CH2:22][CH2:21]3)=[CH:24][CH:25]=2)[CH:30]=[N:31]1, predict the reactants needed to synthesize it. The reactants are: [Si]([O:8][CH2:9][C:10]1([CH3:34])[S:16][CH2:15][CH2:14][N:13]2[C:17]([C:20]3([C:23]4[CH:28]=[CH:27][C:26]([C:29]5[CH:30]=[N:31][O:32][CH:33]=5)=[CH:25][CH:24]=4)[CH2:22][CH2:21]3)=[N:18][N:19]=[C:12]2[CH2:11]1)(C(C)(C)C)(C)C.Cl. (4) Given the product [C:4]([C:3]1[CH:12]=[C:13]([C:16]([F:17])([F:18])[F:19])[CH:14]=[CH:15][C:2]=1[NH:1][C:29](=[O:30])[C:28]([Cl:33])([Cl:32])[Cl:27])(=[O:5])[C:6]1[CH:7]=[CH:8][CH:9]=[CH:10][CH:11]=1, predict the reactants needed to synthesize it. The reactants are: [NH2:1][C:2]1[CH:15]=[CH:14][C:13]([C:16]([F:19])([F:18])[F:17])=[CH:12][C:3]=1[C:4]([C:6]1[CH:11]=[CH:10][CH:9]=[CH:8][CH:7]=1)=[O:5].C(N(CC)CC)C.[Cl:27][C:28]([Cl:33])([Cl:32])[C:29](Cl)=[O:30].O. (5) The reactants are: [CH3:1][N:2]1[CH:6]=[CH:5][C:4]([C:7]2[CH:14]=[CH:13][C:10]([CH:11]=O)=[CH:9][CH:8]=2)=[N:3]1.[NH2:15][C:16]1[N:17]=[N:18][C:19]([CH3:22])=[CH:20][CH:21]=1.C([O:25][C:26](=O)[C:27]([OH:40])=[CH:28][C:29]([C:31]1[CH:36]=[CH:35][C:34]([CH:37]([CH3:39])[CH3:38])=[CH:33][CH:32]=1)=[O:30])C. Given the product [OH:40][C:27]1[C:26](=[O:25])[N:15]([C:16]2[N:17]=[N:18][C:19]([CH3:22])=[CH:20][CH:21]=2)[CH:11]([C:10]2[CH:13]=[CH:14][C:7]([C:4]3[CH:5]=[CH:6][N:2]([CH3:1])[N:3]=3)=[CH:8][CH:9]=2)[C:28]=1[C:29](=[O:30])[C:31]1[CH:36]=[CH:35][C:34]([CH:37]([CH3:39])[CH3:38])=[CH:33][CH:32]=1, predict the reactants needed to synthesize it. (6) Given the product [Cl:13][C:14]1[CH:22]=[CH:21][C:17]([C:18]([N:1]2[CH2:5][CH:4]=[CH:3][CH2:2]2)=[O:19])=[CH:16][CH:15]=1, predict the reactants needed to synthesize it. The reactants are: [NH:1]1[CH2:5][CH2:4][CH:3]=[CH:2]1.CCN(CC)CC.[Cl:13][C:14]1[CH:22]=[CH:21][C:17]([C:18](Cl)=[O:19])=[CH:16][CH:15]=1. (7) Given the product [Cl:12][C:6]1[N:5]=[C:4]2[NH:3][C:22](=[O:23])[N:21]([C:15]3[C:14]([Cl:13])=[CH:19][CH:18]=[CH:17][C:16]=3[Cl:20])[C:10](=[NH:11])[C:9]2=[CH:8][N:7]=1, predict the reactants needed to synthesize it. The reactants are: [H-].[Na+].[NH2:3][C:4]1[C:9]([C:10]#[N:11])=[CH:8][N:7]=[C:6]([Cl:12])[N:5]=1.[Cl:13][C:14]1[CH:19]=[CH:18][CH:17]=[C:16]([Cl:20])[C:15]=1[N:21]=[C:22]=[O:23].Cl.